Dataset: Full USPTO retrosynthesis dataset with 1.9M reactions from patents (1976-2016). Task: Predict the reactants needed to synthesize the given product. (1) Given the product [F:1][C:2]1[CH:7]=[CH:6][C:5]([C:8]2[N:23]([CH2:24][CH2:25][C@H:26]3[O:31][C:30]([CH3:33])([CH3:32])[O:29][C@@H:28]([CH2:34][C:35]([O:37][C:38]([CH3:41])([CH3:40])[CH3:39])=[O:36])[CH2:27]3)[C:11]([CH:12]([CH3:14])[CH3:13])=[CH:10][C:9]=2[C:16]2[CH:21]=[CH:20][CH:19]=[CH:18][CH:17]=2)=[CH:4][CH:3]=1, predict the reactants needed to synthesize it. The reactants are: [F:1][C:2]1[CH:7]=[CH:6][C:5]([C:8](=O)[CH:9]([C:16]2[CH:21]=[CH:20][CH:19]=[CH:18][CH:17]=2)[CH2:10][C:11](=O)[CH:12]([CH3:14])[CH3:13])=[CH:4][CH:3]=1.[NH2:23][CH2:24][CH2:25][C@H:26]1[O:31][C:30]([CH3:33])([CH3:32])[O:29][C@@H:28]([CH2:34][C:35]([O:37][C:38]([CH3:41])([CH3:40])[CH3:39])=[O:36])[CH2:27]1. (2) Given the product [Br:1][C:2]1[CH:3]=[C:4]2[C:9](=[CH:10][CH:11]=1)[N:8]=[C:7]([S:12][CH3:23])[N:6]([C:13]1[CH:18]=[CH:17][C:16]([F:19])=[C:15]([F:20])[C:14]=1[F:21])[C:5]2=[O:22], predict the reactants needed to synthesize it. The reactants are: [Br:1][C:2]1[CH:3]=[C:4]2[C:9](=[CH:10][CH:11]=1)[NH:8][C:7](=[S:12])[N:6]([C:13]1[CH:18]=[CH:17][C:16]([F:19])=[C:15]([F:20])[C:14]=1[F:21])[C:5]2=[O:22].[C:23]([O-])([O-])=O.[K+].[K+].CI. (3) Given the product [CH:27]([Si:26]([CH:33]([CH3:35])[CH3:34])([CH:30]([CH3:32])[CH3:31])[O:1][CH2:2][CH2:3][CH:4]1[CH2:9][CH2:8][C:7](=[O:10])[CH2:6][CH2:5]1)([CH3:29])[CH3:28], predict the reactants needed to synthesize it. The reactants are: [OH:1][CH2:2][CH2:3][CH:4]1[CH2:9][CH2:8][C:7](=[O:10])[CH2:6][CH2:5]1.C(N(C(C)C)CC)(C)C.FC(F)(F)S(O[Si:26]([CH:33]([CH3:35])[CH3:34])([CH:30]([CH3:32])[CH3:31])[CH:27]([CH3:29])[CH3:28])(=O)=O. (4) Given the product [CH2:1]([N:8]1[CH2:13][CH2:12][N:11]2[N:14]=[C:15]([C:17]3[CH:18]=[CH:19][C:20]([F:23])=[CH:21][CH:22]=3)[CH:16]=[C:10]2[CH2:9]1)[C:2]1[CH:7]=[CH:6][CH:5]=[CH:4][CH:3]=1, predict the reactants needed to synthesize it. The reactants are: [CH2:1]([N:8]1[CH2:13][CH2:12][N:11]2[N:14]=[C:15]([C:17]3[CH:22]=[CH:21][C:20]([F:23])=[CH:19][CH:18]=3)[CH:16]=[C:10]2[C:9]1=O)[C:2]1[CH:7]=[CH:6][CH:5]=[CH:4][CH:3]=1.[H-].[H-].[H-].[H-].[Li+].[Al+3]. (5) Given the product [C:26]([C@@H:24]([NH:25][C:2]1[C:11]([C:12]([OH:14])=[O:13])=[CH:10][C:9]2[C:4](=[CH:5][CH:6]=[C:7]([Cl:15])[CH:8]=2)[N:3]=1)[CH2:23][C:22]1[CH:21]=[CH:20][C:19]([N+:16]([O-:18])=[O:17])=[CH:30][CH:29]=1)([OH:28])=[O:27], predict the reactants needed to synthesize it. The reactants are: Cl[C:2]1[C:11]([C:12]([OH:14])=[O:13])=[CH:10][C:9]2[C:4](=[CH:5][CH:6]=[C:7]([Cl:15])[CH:8]=2)[N:3]=1.[N+:16]([C:19]1[CH:30]=[CH:29][C:22]([CH2:23][C@@H:24]([C:26]([OH:28])=[O:27])[NH2:25])=[CH:21][CH:20]=1)([O-:18])=[O:17]. (6) The reactants are: [CH2:1]([N:3]=[C:4]=[O:5])[CH3:2].[CH:6]12[CH2:14][CH:10]([CH2:11][NH:12][CH2:13]1)[CH2:9][N:8]([CH2:15][C@H:16]([OH:27])[CH2:17][O:18][C:19]1[CH:26]=[CH:25][C:22]([C:23]#[N:24])=[CH:21][CH:20]=1)[CH2:7]2. Given the product [C:23]([C:22]1[CH:21]=[CH:20][C:19]([O:18][CH2:17][C@@H:16]([OH:27])[CH2:15][N:8]2[CH2:9][CH:10]3[CH2:14][CH:6]([CH2:13][N:12]([C:4]([NH:3][CH2:1][CH3:2])=[O:5])[CH2:11]3)[CH2:7]2)=[CH:26][CH:25]=1)#[N:24], predict the reactants needed to synthesize it.